This data is from Peptide-MHC class II binding affinity with 134,281 pairs from IEDB. The task is: Regression. Given a peptide amino acid sequence and an MHC pseudo amino acid sequence, predict their binding affinity value. This is MHC class II binding data. The peptide sequence is GLFGGLNWITKVIMG. The MHC is DRB1_0701 with pseudo-sequence DRB1_0701. The binding affinity (normalized) is 0.586.